Dataset: Reaction yield outcomes from USPTO patents with 853,638 reactions. Task: Predict the reaction yield, written as a fraction of the theoretical maximum amount of product (1.0 means a 100% yield; for example, 0.34 means a 34% yield). (1) The reactants are [NH2:1][C@H:2]1[CH2:6][C@H:5]([OH:7])[C@@H:4]([CH2:8][OH:9])[CH2:3]1.[Cl:10][C:11]1[C:16]([CH2:17][CH:18]([O:22][CH2:23][CH3:24])[O:19][CH2:20][CH3:21])=[C:15](Cl)[N:14]=[CH:13][N:12]=1.C(N(CC)CC)C. The catalyst is C(O)CCC. The product is [Cl:10][C:11]1[N:12]=[CH:13][N:14]=[C:15]([NH:1][C@H:2]2[CH2:6][C@H:5]([OH:7])[C@@H:4]([CH2:8][OH:9])[CH2:3]2)[C:16]=1[CH2:17][CH:18]([O:22][CH2:23][CH3:24])[O:19][CH2:20][CH3:21]. The yield is 0.850. (2) The reactants are [CH:1]1([C:7]2([C:13](=[O:17])[CH2:14][CH2:15][CH3:16])[CH2:12][CH2:11][NH:10][CH2:9][CH2:8]2)[CH2:6][CH2:5][CH2:4][CH2:3][CH2:2]1.[C:18]([O:22][C:23]([NH:25][C@H:26]([CH2:30][C:31]1[CH:36]=[CH:35][C:34]([O:37][CH3:38])=[CH:33][CH:32]=1)[C:27](O)=[O:28])=[O:24])([CH3:21])([CH3:20])[CH3:19].C(Cl)CCl.C1C=CC2N(O)N=NC=2C=1. The catalyst is CN(C=O)C. The product is [C:18]([O:22][C:23](=[O:24])[NH:25][C@H:26]([CH2:30][C:31]1[CH:36]=[CH:35][C:34]([O:37][CH3:38])=[CH:33][CH:32]=1)[C:27]([N:10]1[CH2:9][CH2:8][C:7]([C:13](=[O:17])[CH2:14][CH2:15][CH3:16])([CH:1]2[CH2:2][CH2:3][CH2:4][CH2:5][CH2:6]2)[CH2:12][CH2:11]1)=[O:28])([CH3:20])([CH3:21])[CH3:19]. The yield is 0.440. (3) The reactants are [CH3:1][C:2]1[CH:7]=[CH:6][C:5]([S:8]([O:11][CH2:12][CH:13]2[CH2:17][C:16]3[CH:18]=[CH:19][CH:20]=[C:21](Br)[C:15]=3[O:14]2)(=[O:10])=[O:9])=[CH:4][CH:3]=1.[CH3:23][C:24]1[C:29]([CH3:30])=[CH:28][CH:27]=[CH:26][C:25]=1B(O)O. No catalyst specified. The product is [CH3:1][C:2]1[CH:7]=[CH:6][C:5]([S:8]([O:11][CH2:12][CH:13]2[CH2:17][C:16]3[CH:18]=[CH:19][CH:20]=[C:21]([C:25]4[CH:26]=[CH:27][CH:28]=[C:29]([CH3:30])[C:24]=4[CH3:23])[C:15]=3[O:14]2)(=[O:10])=[O:9])=[CH:4][CH:3]=1. The yield is 0.620. (4) The reactants are [OH-].[Na+].[Br:3][C:4]1[CH:5]=[C:6]([C:16]([O:18]CC)=O)[C:7]2[CH:12]=[N:11][N:10]([CH:13]([CH3:15])[CH3:14])[C:8]=2[N:9]=1.[NH2:21][CH2:22][C:23]1[C:24](=[O:31])[NH:25][C:26]([CH3:30])=[CH:27][C:28]=1[CH3:29].C1CN([P+](ON2N=NC3C=CC=CC2=3)(N2CCCC2)N2CCCC2)CC1.F[P-](F)(F)(F)(F)F. The catalyst is CCO.CS(C)=O. The product is [Br:3][C:4]1[CH:5]=[C:6]([C:16]([NH:21][CH2:22][C:23]2[C:24](=[O:31])[NH:25][C:26]([CH3:30])=[CH:27][C:28]=2[CH3:29])=[O:18])[C:7]2[CH:12]=[N:11][N:10]([CH:13]([CH3:14])[CH3:15])[C:8]=2[N:9]=1. The yield is 0.680. (5) The reactants are [O:1]=[C:2]1[NH:7][C:6]2[CH:8]=[C:9]([CH2:12][N:13]3[CH2:18][CH2:17][N:16]([C:19]4[CH:27]=[CH:26][C:22]([C:23](O)=[O:24])=[CH:21][N:20]=4)[CH2:15][CH2:14]3)[CH:10]=[N:11][C:5]=2[N:4]2[CH2:28][CH2:29][CH2:30][CH2:31][C@@H:3]12.[CH2:32]([N:34](C(C)C)C(C)C)C.Cl.CN. The yield is 0.300. The catalyst is CN(C=O)C. The product is [CH3:32][NH:34][C:23](=[O:24])[C:22]1[CH:26]=[CH:27][C:19]([N:16]2[CH2:15][CH2:14][N:13]([CH2:12][C:9]3[CH:10]=[N:11][C:5]4[N:4]5[CH2:28][CH2:29][CH2:30][CH2:31][C@H:3]5[C:2](=[O:1])[NH:7][C:6]=4[CH:8]=3)[CH2:18][CH2:17]2)=[N:20][CH:21]=1. (6) The reactants are C(NC(C)C)(C)C.[Li]CCCC.[F:13][C:14]1[CH:19]=[CH:18][C:17]([CH3:20])=[CH:16][C:15]=1[F:21].[CH3:22][Si:23](Cl)([CH3:25])[CH3:24].[NH4+].[Cl-]. The catalyst is C1COCC1.CCCCCC.O. The product is [F:13][C:14]1[C:15]([F:21])=[CH:16][C:17]([CH3:20])=[CH:18][C:19]=1[Si:23]([CH3:25])([CH3:24])[CH3:22]. The yield is 1.00.